Dataset: Full USPTO retrosynthesis dataset with 1.9M reactions from patents (1976-2016). Task: Predict the reactants needed to synthesize the given product. (1) Given the product [CH3:51][C@@H:46]1[N:45]([CH3:44])[CH2:50][CH2:49][N:48]([CH2:2][C:3]([NH:5][C:6]2[CH:7]=[C:8]([CH:25]=[CH:26][C:27]=2[O:28][C:29]([F:32])([F:31])[F:30])[C:9]([NH:11][C:12]2[CH:13]=[N:14][C:15]([C:18]3[CH:23]=[CH:22][CH:21]=[CH:20][C:19]=3[F:24])=[CH:16][CH:17]=2)=[O:10])=[O:4])[CH2:47]1, predict the reactants needed to synthesize it. The reactants are: Cl[CH2:2][C:3]([NH:5][C:6]1[CH:7]=[C:8]([CH:25]=[CH:26][C:27]=1[O:28][C:29]([F:32])([F:31])[F:30])[C:9]([NH:11][C:12]1[CH:13]=[N:14][C:15]([C:18]2[CH:23]=[CH:22][CH:21]=[CH:20][C:19]=2[F:24])=[CH:16][CH:17]=1)=[O:10])=[O:4].[I-].[K+].C(N(C(C)C)C(C)C)C.[CH3:44][N:45]1[CH2:50][CH2:49][NH:48][CH2:47][C@@H:46]1[CH3:51]. (2) Given the product [F:27][C:28]1[CH:29]=[C:30]2[C:34](=[CH:35][CH:36]=1)[C:33]([C:41]1[C:49]3[C:44](=[C:45]([NH:50][S:51]([CH3:54])(=[O:53])=[O:52])[CH:46]=[CH:47][CH:48]=3)[NH:43][CH:42]=1)([CH2:37][CH2:38][CH2:39][I:25])[CH2:32][CH2:31]2, predict the reactants needed to synthesize it. The reactants are: C1(P(C2C=CC=CC=2)C2C=CC=CC=2)C=CC=CC=1.N1C=CN=C1.[I:25]I.[F:27][C:28]1[CH:29]=[C:30]2[C:34](=[CH:35][CH:36]=1)[C:33]([C:41]1[C:49]3[C:44](=[C:45]([NH:50][S:51]([CH3:54])(=[O:53])=[O:52])[CH:46]=[CH:47][CH:48]=3)[NH:43][CH:42]=1)([CH2:37][CH2:38][CH2:39]O)[CH2:32][CH2:31]2. (3) Given the product [C:16]([C:4]1[CH:5]=[C:6]2[C:10](=[C:2]([C:22]3[CH:21]=[CH:20][C:19]([F:18])=[C:24]([F:25])[CH:23]=3)[CH:3]=1)[N:9]([CH3:11])[C:8]([C:12]([NH2:14])=[O:13])=[C:7]2[CH3:15])#[N:17], predict the reactants needed to synthesize it. The reactants are: Br[C:2]1[CH:3]=[C:4]([C:16]#[N:17])[CH:5]=[C:6]2[C:10]=1[N:9]([CH3:11])[C:8]([C:12]([NH2:14])=[O:13])=[C:7]2[CH3:15].[F:18][C:19]1[CH:20]=[C:21](B(O)O)[CH:22]=[CH:23][C:24]=1[F:25].